This data is from Peptide-MHC class I binding affinity with 185,985 pairs from IEDB/IMGT. The task is: Regression. Given a peptide amino acid sequence and an MHC pseudo amino acid sequence, predict their binding affinity value. This is MHC class I binding data. (1) The peptide sequence is YFSGIMVRL. The MHC is HLA-B27:05 with pseudo-sequence HLA-B27:05. The binding affinity (normalized) is 0.0847. (2) The peptide sequence is EEIRRIWRQ. The MHC is HLA-B39:01 with pseudo-sequence HLA-B39:01. The binding affinity (normalized) is 0.0847. (3) The MHC is H-2-Kb with pseudo-sequence H-2-Kb. The binding affinity (normalized) is 0.222. The peptide sequence is SGMDSMKIL.